The task is: Predict the reaction yield, written as a fraction of the theoretical maximum amount of product (1.0 means a 100% yield; for example, 0.34 means a 34% yield).. This data is from Reaction yield outcomes from USPTO patents with 853,638 reactions. (1) The reactants are Cl[C:2]1[S:3][CH:4]=[C:5]([C:7]2[CH:12]=[CH:11][CH:10]=[CH:9][CH:8]=2)[N:6]=1.[NH2:13][CH2:14][CH2:15][C:16]([C:19]1[CH:24]=[CH:23][CH:22]=[CH:21][CH:20]=1)([OH:18])[CH3:17].C1CCN2C(=NCCC2)CC1. No catalyst specified. The product is [C:19]1([C:16]([OH:18])([CH2:15][CH2:14][NH:13][C:2]2[S:3][CH:4]=[C:5]([C:7]3[CH:12]=[CH:11][CH:10]=[CH:9][CH:8]=3)[N:6]=2)[CH3:17])[CH:24]=[CH:23][CH:22]=[CH:21][CH:20]=1. The yield is 0.200. (2) The product is [C:21]([O:20][C:18]([N:25]1[CH2:28][C:27]([C:5]2[C:4]([CH2:9][OH:10])=[CH:3][C:2]([Br:1])=[CH:7][N:6]=2)([OH:29])[CH2:26]1)=[O:19])([CH3:24])([CH3:22])[CH3:23]. The catalyst is C1COCC1. The yield is 0.450. The reactants are [Br:1][C:2]1[CH:3]=[C:4]([CH2:9][OH:10])[C:5](I)=[N:6][CH:7]=1.C([Mg]Cl)(C)C.[Li+].[Cl-].[C:18]([N:25]1[CH2:28][C:27](=[O:29])[CH2:26]1)([O:20][C:21]([CH3:24])([CH3:23])[CH3:22])=[O:19]. (3) The reactants are [NH2:1][C:2]1[CH:3]=[CH:4][C:5]([O:11][C:12]([F:15])([F:14])[F:13])=[C:6]([CH:10]=1)[C:7]([OH:9])=[O:8].[F:16][C:17]1[C:24]([F:25])=[C:23]([C:26]([F:29])([F:28])[F:27])[C:22]([F:30])=[C:21]([F:31])[C:18]=1[CH2:19]Br. The catalyst is CN(C=O)C. The product is [F:16][C:17]1[C:24]([F:25])=[C:23]([C:26]([F:29])([F:27])[F:28])[C:22]([F:30])=[C:21]([F:31])[C:18]=1[CH2:19][NH:1][C:2]1[CH:3]=[CH:4][C:5]([O:11][C:12]([F:13])([F:14])[F:15])=[C:6]([CH:10]=1)[C:7]([OH:9])=[O:8]. The yield is 0.810. (4) The reactants are [Br:1][C:2]1[CH:7]=[C:6]([O:8][CH3:9])[C:5]([C:10]([C:12]2[CH:17]=[CH:16][CH:15]=[CH:14][CH:13]=2)=O)=[C:4]([O:18][CH3:19])[CH:3]=1.FC(F)(F)C(O)=O.C([SiH](CC)CC)C. The catalyst is C(Cl)Cl. The product is [CH2:10]([C:5]1[C:4]([O:18][CH3:19])=[CH:3][C:2]([Br:1])=[CH:7][C:6]=1[O:8][CH3:9])[C:12]1[CH:13]=[CH:14][CH:15]=[CH:16][CH:17]=1. The yield is 0.980. (5) The reactants are [CH3:1][C:2]1([CH3:26])[CH2:11][CH2:10][C:9]([CH3:13])([CH3:12])[C:8]2[CH:7]=[C:6]([O:14][CH2:15][CH2:16][O:17][C:18]3[CH:25]=[CH:24][C:21]([CH:22]=O)=[CH:20][CH:19]=3)[CH:5]=[CH:4][C:3]1=2.[C:27]([O:34][CH3:35])(=[O:33])[CH2:28][C:29]([O:31][CH3:32])=[O:30].C([O-])(=O)C.[NH2+]1CCCCC1. The catalyst is C1(C)C=CC=CC=1. The product is [CH3:1][C:2]1([CH3:26])[CH2:11][CH2:10][C:9]([CH3:12])([CH3:13])[C:8]2[CH:7]=[C:6]([O:14][CH2:15][CH2:16][O:17][C:18]3[CH:19]=[CH:20][C:21]([CH:22]=[C:28]([C:27]([O:34][CH3:35])=[O:33])[C:29]([O:31][CH3:32])=[O:30])=[CH:24][CH:25]=3)[CH:5]=[CH:4][C:3]1=2. The yield is 0.980. (6) The reactants are [NH2:1][C:2]1[N:6]([CH3:7])[C:5](=[O:8])[C:4]([C:21]2[CH:26]=[CH:25][C:24]([F:27])=[C:23](Br)[CH:22]=2)([C:9]2[CH:14]=[CH:13][C:12]([S:15]([F:20])([F:19])([F:18])([F:17])[F:16])=[CH:11][CH:10]=2)[N:3]=1.[F:29][C:30]1[CH:31]=[N:32][CH:33]=[C:34](B2OC(C)(C)C(C)(C)O2)[CH:35]=1. No catalyst specified. The product is [NH2:1][C:2]1[N:6]([CH3:7])[C:5](=[O:8])[C:4]([C:21]2[CH:26]=[CH:25][C:24]([F:27])=[C:23]([C:34]3[CH:33]=[N:32][CH:31]=[C:30]([F:29])[CH:35]=3)[CH:22]=2)([C:9]2[CH:14]=[CH:13][C:12]([S:15]([F:20])([F:19])([F:18])([F:17])[F:16])=[CH:11][CH:10]=2)[N:3]=1. The yield is 0.460. (7) The reactants are [NH2:1][C:2]1[CH:11]=[CH:10][C:5]([C:6]([NH:8][CH3:9])=[O:7])=[C:4]([F:12])[CH:3]=1.[Si]([C:17]#[N:18])(C)(C)C.[CH3:19][C:20]([CH3:22])=O. No catalyst specified. The product is [C:17]([C:20]([NH:1][C:2]1[CH:11]=[CH:10][C:5]([C:6]([NH:8][CH3:9])=[O:7])=[C:4]([F:12])[CH:3]=1)([CH3:22])[CH3:19])#[N:18]. The yield is 0.790. (8) The reactants are [CH3:1][O:2][C:3](=[O:23])[C:4]1[CH:9]=[CH:8][CH:7]=[C:6]([NH:10][CH2:11][CH2:12][NH:13][C:14]2[CH:19]=[CH:18][CH:17]=[C:16]([CH:20]([CH3:22])[CH3:21])[CH:15]=2)[CH:5]=1.[C:24](N1C=CN=C1)(N1C=CN=C1)=[O:25]. The catalyst is ClCCCl. The product is [CH:20]([C:16]1[CH:15]=[C:14]([N:13]2[CH2:12][CH2:11][N:10]([C:6]3[CH:5]=[C:4]([CH:9]=[CH:8][CH:7]=3)[C:3]([O:2][CH3:1])=[O:23])[C:24]2=[O:25])[CH:19]=[CH:18][CH:17]=1)([CH3:21])[CH3:22]. The yield is 0.857. (9) The catalyst is CN(C=O)C.CC([O-])=O.CC([O-])=O.[Pd+2]. The reactants are I[C:2]1[CH:3]=[C:4]([O:21][C:22]([F:25])([F:24])[F:23])[CH:5]=[C:6]2[C:11]=1[O:10][CH:9]([C:12]([F:15])([F:14])[F:13])[C:8]([C:16]([O:18][CH2:19][CH3:20])=[O:17])=[CH:7]2.[CH3:26][CH2:27][O:28]CC.C1C=CC(P(C2C=CC=CC=2)CCCP(C2C=CC=CC=2)C2C=CC=CC=2)=CC=1.[C:60]([O-:63])([O-])=[O:61].[K+].[K+].Cl.[OH2:67]. The yield is 0.290. The product is [C:26]([C:2]1[CH:3]=[C:4]([O:21][C:22]([F:24])([F:25])[F:23])[CH:5]=[C:6]2[C:11]=1[O:10][CH:9]([C:12]([F:14])([F:15])[F:13])[C:8]([C:60]([OH:63])=[O:61])=[CH:7]2)(=[O:67])[CH3:27].[C:27]([C:2]1[CH:3]=[C:4]([O:21][C:22]([F:23])([F:24])[F:25])[CH:5]=[C:6]2[C:11]=1[O:10][CH:9]([C:12]([F:14])([F:15])[F:13])[C:8]([C:16]([O:18][CH2:19][CH3:20])=[O:17])=[CH:7]2)(=[O:28])[CH3:26].